From a dataset of Forward reaction prediction with 1.9M reactions from USPTO patents (1976-2016). Predict the product of the given reaction. (1) Given the reactants [CH3:1][O:2][C:3]1[CH:4]=[CH:5][C:6]([N+:11]([O-])=O)=[C:7]([CH:10]=1)[C:8]#[N:9].S(S([O-])=O)([O-])=O.[Na+].[Na+].O, predict the reaction product. The product is: [NH2:11][C:6]1[CH:5]=[CH:4][C:3]([O:2][CH3:1])=[CH:10][C:7]=1[C:8]#[N:9]. (2) Given the reactants N1C2C(=CC(CO)=CC=2)C=C1.[Si](Cl)(C(C)(C)C)(C)C.C(N(CC)CC)C.[Si:27]([O:34][CH2:35][C:36]1[CH:37]=[C:38]2[C:42](=[CH:43][CH:44]=1)[NH:41][CH:40]=[CH:39]2)([C:30]([CH3:33])([CH3:32])[CH3:31])([CH3:29])[CH3:28].[C:45](O[C:45]([O:47][C:48]([CH3:51])([CH3:50])[CH3:49])=[O:46])([O:47][C:48]([CH3:51])([CH3:50])[CH3:49])=[O:46], predict the reaction product. The product is: [Si:27]([O:34][CH2:35][C:36]1[CH:37]=[C:38]2[C:42](=[CH:43][CH:44]=1)[N:41]([C:45]([O:47][C:48]([CH3:51])([CH3:50])[CH3:49])=[O:46])[CH:40]=[CH:39]2)([C:30]([CH3:33])([CH3:32])[CH3:31])([CH3:29])[CH3:28].[Si:27]([O:34][CH2:35][C:36]1[CH:37]=[C:38]2[C:42](=[CH:43][CH:44]=1)[NH:41][CH:40]=[CH:39]2)([C:30]([CH3:33])([CH3:32])[CH3:31])([CH3:29])[CH3:28]. (3) Given the reactants [F:1][C:2]1[CH:11]=[CH:10][C:9]([C:12]([O:14]C)=[O:13])=[C:8]2[C:3]=1[CH:4]=[CH:5][CH2:6][O:7]2.[OH-].[Na+].O, predict the reaction product. The product is: [F:1][C:2]1[CH:11]=[CH:10][C:9]([C:12]([OH:14])=[O:13])=[C:8]2[C:3]=1[CH:4]=[CH:5][CH2:6][O:7]2. (4) Given the reactants [OH:1][CH:2]([C:6]1[CH:11]=[CH:10][CH:9]=[CH:8][C:7]=1[CH3:12])[C:3]([OH:5])=O.[CH:13]1[CH:14]=[CH:15][C:16]2N(O)N=[N:19][C:17]=2[CH:18]=1.CCN=C=NCCCN(C)C.C1(N)CCCCC1, predict the reaction product. The product is: [CH:17]1([NH:19][C:3](=[O:5])[CH:2]([OH:1])[C:6]2[CH:11]=[CH:10][CH:9]=[CH:8][C:7]=2[CH3:12])[CH2:18][CH2:13][CH2:14][CH2:15][CH2:16]1. (5) Given the reactants C(OC1C=CC(C(C2CCN(CC(O)=O)CC2)=O)=CC=1)C.FC1C=CC(C(C2CCN(CC(O)=O)CC2)=O)=CC=1.C1(CO)CC1.[CH:46]1([CH2:49][O:50][C:51]2[CH:68]=[CH:67][C:54]([C:55]([CH:57]3[CH2:62][CH2:61][N:60]([CH2:63][C:64]([OH:66])=[O:65])[CH2:59][CH2:58]3)=[O:56])=[CH:53][CH:52]=2)[CH2:48][CH2:47]1.[NH2:69][CH2:70][C:71]1[NH:72][C:73](=[O:81])[C:74]2[CH2:80][O:79][CH2:78][CH2:77][C:75]=2[N:76]=1.C(O)(C(F)(F)F)=O, predict the reaction product. The product is: [CH:46]1([CH2:49][O:50][C:51]2[CH:68]=[CH:67][C:54]([C:55]([CH:57]3[CH2:62][CH2:61][N:60]([CH2:63][C:64]([OH:66])=[O:65])[CH2:59][CH2:58]3)=[O:56])=[CH:53][CH:52]=2)[CH2:48][CH2:47]1.[CH:46]1([CH2:49][O:50][C:51]2[CH:52]=[CH:53][C:54]([C:55]([CH:57]3[CH2:58][CH2:59][N:60]([CH2:63][C:64]([NH:69][CH2:70][C:71]4[NH:72][C:73](=[O:81])[C:74]5[CH2:80][O:79][CH2:78][CH2:77][C:75]=5[N:76]=4)=[O:65])[CH2:61][CH2:62]3)=[O:56])=[CH:67][CH:68]=2)[CH2:48][CH2:47]1.